From a dataset of Forward reaction prediction with 1.9M reactions from USPTO patents (1976-2016). Predict the product of the given reaction. (1) Given the reactants [NH2:1][C@H:2]([C:8]([OH:10])=[O:9])[CH2:3][CH2:4][CH2:5][CH2:6][NH2:7].[NH2:11][C@H:12]([C:17]([OH:19])=[O:18])[CH2:13][CH:14]([CH3:16])[CH3:15], predict the reaction product. The product is: [NH2:11][C@H:12]([C:17]([OH:19])=[O:18])[CH2:13][CH:14]([CH3:16])[CH3:15].[NH2:1][C@H:2]([C:8]([OH:10])=[O:9])[CH2:3][CH2:4][CH2:5][CH2:6][NH2:7]. (2) Given the reactants [C:1]([N:4]1[C:12]2[CH:11]=[CH:10][CH:9]=[C:8]3[CH2:13][CH2:14][N:15]([C:17]([O:19][C:20]([CH3:23])([CH3:22])[CH3:21])=[O:18])[CH2:16][CH:6]([C:7]=23)[CH2:5]1)(=[O:3])[CH3:2].[Cl:24]N1C(=O)CCC1=O.C(=O)(O)[O-].[Na+], predict the reaction product. The product is: [C:1]([N:4]1[C:12]2[CH:11]=[CH:10][C:9]([Cl:24])=[C:8]3[CH2:13][CH2:14][N:15]([C:17]([O:19][C:20]([CH3:23])([CH3:22])[CH3:21])=[O:18])[CH2:16][CH:6]([C:7]=23)[CH2:5]1)(=[O:3])[CH3:2]. (3) Given the reactants [CH3:1][O:2][C:3](=[O:12])[C:4]1[CH:9]=[CH:8][C:7]([CH:10]=[O:11])=[CH:6][CH:5]=1.[N+:13]([CH:15](S(C1C=CC(C)=CC=1)(=O)=O)[CH3:16])#[C-:14].C(=O)([O-])[O-].[K+].[K+], predict the reaction product. The product is: [CH3:1][O:2][C:3](=[O:12])[C:4]1[CH:9]=[CH:8][C:7]([C:10]2[O:11][CH:14]=[N:13][C:15]=2[CH3:16])=[CH:6][CH:5]=1.